From a dataset of Full USPTO retrosynthesis dataset with 1.9M reactions from patents (1976-2016). Predict the reactants needed to synthesize the given product. (1) Given the product [N:1]1([CH2:12][CH2:11][OH:10])[C:5]2[CH:6]=[CH:7][CH:8]=[CH:9][C:4]=2[N:3]=[CH:2]1, predict the reactants needed to synthesize it. The reactants are: [N:1]1[C:5]2[CH:6]=[CH:7][CH:8]=[CH:9][C:4]=2[NH:3][CH:2]=1.[O:10]1CC[CH2:12][CH2:11]1.[H-].[Na+].ICCO. (2) Given the product [CH2:1]([O:8][C:9]([C:11]1([C:25]([OH:27])=[O:26])[CH2:16][CH2:15][CH2:14][N:13]([C:17]([O:19][CH2:20][C:21]([Cl:24])([Cl:22])[Cl:23])=[O:18])[CH2:12]1)=[O:10])[C:2]1[CH:3]=[CH:4][CH:5]=[CH:6][CH:7]=1, predict the reactants needed to synthesize it. The reactants are: [CH2:1]([O:8][C:9]([C:11]1([C:25]([O:27]CC2C=CC=CC=2)=[O:26])[CH2:16][CH2:15][CH2:14][N:13]([C:17]([O:19][CH2:20][C:21]([Cl:24])([Cl:23])[Cl:22])=[O:18])[CH2:12]1)=[O:10])[C:2]1[CH:7]=[CH:6][CH:5]=[CH:4][CH:3]=1.[K].C(O)(=O)C. (3) Given the product [CH2:1]([O:3][C:4]([C:6]1[N:7]([CH2:19][C:20]2[C:21]3[CH:28]=[C:27]([F:29])[CH:26]=[CH:25][C:22]=3[S:23][CH:24]=2)[C:8]2[C:13]([C:14]=1[CH:15]=[O:16])=[CH:12][C:11]([F:17])=[CH:10][CH:9]=2)=[O:5])[CH3:2], predict the reactants needed to synthesize it. The reactants are: [CH2:1]([O:3][C:4]([C:6]1[NH:7][C:8]2[C:13]([C:14]=1[CH:15]=[O:16])=[CH:12][C:11]([F:17])=[CH:10][CH:9]=2)=[O:5])[CH3:2].Br[CH2:19][C:20]1[C:21]2[CH:28]=[C:27]([F:29])[CH:26]=[CH:25][C:22]=2[S:23][CH:24]=1.